From a dataset of Peptide-MHC class I binding affinity with 185,985 pairs from IEDB/IMGT. Regression. Given a peptide amino acid sequence and an MHC pseudo amino acid sequence, predict their binding affinity value. This is MHC class I binding data. (1) The peptide sequence is MSVISNPSK. The MHC is HLA-A30:01 with pseudo-sequence HLA-A30:01. The binding affinity (normalized) is 0.724. (2) The peptide sequence is KSITTTASTTS. The MHC is Mamu-A01 with pseudo-sequence Mamu-A01. The binding affinity (normalized) is 0.108. (3) The peptide sequence is SMRSVQRNTV. The MHC is HLA-A30:02 with pseudo-sequence HLA-A30:02. The binding affinity (normalized) is 0.171. (4) The peptide sequence is AACAMLLVK. The MHC is HLA-A11:01 with pseudo-sequence HLA-A11:01. The binding affinity (normalized) is 0.655.